Dataset: Full USPTO retrosynthesis dataset with 1.9M reactions from patents (1976-2016). Task: Predict the reactants needed to synthesize the given product. (1) Given the product [C:1]([C:3]1[C:12]([C:27]2[C:26]([F:25])=[CH:31][C:30]([CH:32]=[O:33])=[CH:29][C:28]=2[F:34])=[C:11]2[C:6]([CH:7]=[CH:8][C:9]([C:21]([O:23][CH3:24])=[O:22])=[CH:10]2)=[CH:5][CH:4]=1)#[N:2], predict the reactants needed to synthesize it. The reactants are: [C:1]([C:3]1[C:12](OS(C(F)(F)F)(=O)=O)=[C:11]2[C:6]([CH:7]=[CH:8][C:9]([C:21]([O:23][CH3:24])=[O:22])=[CH:10]2)=[CH:5][CH:4]=1)#[N:2].[F:25][C:26]1[CH:31]=[C:30]([CH:32]=[O:33])[CH:29]=[C:28]([F:34])[C:27]=1B1OC(C)(C)C(C)(C)O1.[O-]P(OP(OP([O-])([O-])=O)([O-])=O)(=O)[O-].[K+].[K+].[K+].[K+].[K+].C1(P(C2CCCCC2)C2C=CC=CC=2C2C(C(C)C)=CC(C(C)C)=CC=2C(C)C)CCCCC1. (2) Given the product [NH2:23][C:20]1[CH:21]=[CH:22][C:17]([C:7]2[C:8]3[CH:14]=[C:13]([O:15][CH3:16])[CH:12]=[CH:11][C:9]=3[CH2:10][C:4]3=[N:3][C:2]([CH3:1])=[C:26]([CH3:27])[N:5]3[N:6]=2)=[CH:18][CH:19]=1, predict the reactants needed to synthesize it. The reactants are: [CH3:1][C:2]1[N:3]=[C:4]2[CH2:10][C:9]3[CH:11]=[CH:12][C:13]([O:15][CH3:16])=[CH:14][C:8]=3[C:7]([C:17]3[CH:22]=[CH:21][C:20]([N+:23]([O-])=O)=[CH:19][CH:18]=3)=[N:6][N:5]2[C:26]=1[CH3:27]. (3) Given the product [NH2:23][C:8]1[C:7]([OH:26])=[C:6]([Cl:5])[CH:21]=[C:20]([Cl:22])[C:9]=1[C:10]([NH:12][C:13]1[CH:14]=[CH:15][C:16]([F:19])=[CH:17][CH:18]=1)=[O:11], predict the reactants needed to synthesize it. The reactants are: O.[Sn](Cl)Cl.[Cl:5][C:6]1[CH:21]=[C:20]([Cl:22])[C:9]([C:10]([NH:12][C:13]2[CH:18]=[CH:17][C:16]([F:19])=[CH:15][CH:14]=2)=[O:11])=[C:8]([N+:23]([O-])=O)[C:7]=1[OH:26].CCO.C([O-])(O)=O.[Na+]. (4) Given the product [CH2:16]([O:8][CH2:7][CH:6]([O:9][CH2:16][CH2:17][CH2:18][CH2:19][CH2:20][CH2:21][CH2:22][CH2:23]/[CH:24]=[CH:25]\[CH2:26]/[CH:27]=[CH:28]\[CH2:29][CH2:30][CH2:31][CH2:32][CH3:33])[CH2:5][N:4]([CH3:10])[CH3:3])[CH2:17][CH2:18][CH2:19][CH2:20][CH2:21][CH2:22][CH2:23]/[CH:24]=[CH:25]\[CH2:26]/[CH:27]=[CH:28]\[CH2:29][CH2:30][CH2:31][CH2:32][CH3:33], predict the reactants needed to synthesize it. The reactants are: [H-].[Na+].[CH3:3][N:4]([CH3:10])[CH2:5][CH:6]([OH:9])[CH2:7][OH:8].CS(O[CH2:16][CH2:17][CH2:18][CH2:19][CH2:20][CH2:21][CH2:22][CH2:23]/[CH:24]=[CH:25]\[CH2:26]/[CH:27]=[CH:28]\[CH2:29][CH2:30][CH2:31][CH2:32][CH3:33])(=O)=O. (5) Given the product [CH:29]([O:28][P:27]([C:10]1[CH:9]=[N:8][C:7]([NH:6][C:4](=[O:5])[C:3]2[CH:14]=[C:15]([S:19][C:20]3[N:21]([CH3:25])[CH:22]=[CH:23][N:24]=3)[C:16]([F:18])=[CH:17][C:2]=2[NH2:1])=[CH:12][CH:11]=1)([CH3:26])=[O:32])([CH3:31])[CH3:30], predict the reactants needed to synthesize it. The reactants are: [NH2:1][C:2]1[CH:17]=[C:16]([F:18])[C:15]([S:19][C:20]2[N:21]([CH3:25])[CH:22]=[CH:23][N:24]=2)=[CH:14][C:3]=1[C:4]([NH:6][C:7]1[CH:12]=[CH:11][C:10](Br)=[CH:9][N:8]=1)=[O:5].[CH3:26][PH:27](=[O:32])[O:28][CH:29]([CH3:31])[CH3:30].C(N(CC)CC)C.C([SiH](CC)CC)C. (6) Given the product [Br:1][CH2:2][CH2:3][CH2:4][C:5]([O:33][C@H:14]([C:15]1[CH:16]=[CH:17][C:18]([C:21]2[CH:22]=[N:23][C:24]([CH2:27][NH:28][S:29]([CH3:32])(=[O:30])=[O:31])=[CH:25][CH:26]=2)=[CH:19][CH:20]=1)[C@H:13]([NH:12][C:10](=[O:11])[CH:9]([F:8])[F:36])[CH2:34][F:35])=[O:6], predict the reactants needed to synthesize it. The reactants are: [Br:1][CH2:2][CH2:3][CH2:4][C:5](Cl)=[O:6].[F:8][CH:9]([F:36])[C:10]([NH:12][C@H:13]([CH2:34][F:35])[C@H:14]([OH:33])[C:15]1[CH:20]=[CH:19][C:18]([C:21]2[CH:22]=[N:23][C:24]([CH2:27][NH:28][S:29]([CH3:32])(=[O:31])=[O:30])=[CH:25][CH:26]=2)=[CH:17][CH:16]=1)=[O:11].C(N(CC)C(C)C)(C)C. (7) Given the product [C:21]([O:25][C:26](=[O:35])[NH:27][CH:28]1[CH2:29][CH2:30][CH:31]([NH:34][C:2]2[N:7]=[CH:6][N:5]=[C:4]3[N:8]([C:11]4[CH:16]=[CH:15][C:14]([S:17]([CH3:20])(=[O:19])=[O:18])=[CH:13][CH:12]=4)[N:9]=[CH:10][C:3]=23)[CH2:32][CH2:33]1)([CH3:24])([CH3:22])[CH3:23], predict the reactants needed to synthesize it. The reactants are: Cl[C:2]1[N:7]=[CH:6][N:5]=[C:4]2[N:8]([C:11]3[CH:16]=[CH:15][C:14]([S:17]([CH3:20])(=[O:19])=[O:18])=[CH:13][CH:12]=3)[N:9]=[CH:10][C:3]=12.[C:21]([O:25][C:26](=[O:35])[NH:27][CH:28]1[CH2:33][CH2:32][CH:31]([NH2:34])[CH2:30][CH2:29]1)([CH3:24])([CH3:23])[CH3:22].C(=O)([O-])[O-].[K+].[K+]. (8) Given the product [CH3:15][Si:14]([CH3:17])([CH3:16])[O:13][C@H:5]1[C@@H:6]([C:7]2[CH:12]=[CH:11][CH:10]=[CH:9][CH:8]=2)[NH:3][C:4]1=[O:18], predict the reactants needed to synthesize it. The reactants are: C[Si](C)(C)[N:3]1[CH:6]([C:7]2[CH:12]=[CH:11][CH:10]=[CH:9][CH:8]=2)[CH:5]([O:13][Si:14]([CH3:17])([CH3:16])[CH3:15])[C:4]1=[O:18].C(N(CC)CC)C.CO. (9) The reactants are: Cl[C:2]1[C:7]([C:8]([N:10]2[C:19]3[C:14](=[CH:15][CH:16]=[CH:17][CH:18]=3)[CH2:13][CH2:12][CH2:11]2)=[O:9])=[CH:6][CH:5]=[CH:4][N:3]=1.[Cl:20][C:21]1[CH:22]=[C:23]([OH:28])[CH:24]=[CH:25][C:26]=1[Cl:27].C(=O)([O-])[O-].[K+].[K+]. Given the product [Cl:20][C:21]1[CH:22]=[C:23]([CH:24]=[CH:25][C:26]=1[Cl:27])[O:28][C:2]1[C:7]([C:8]([N:10]2[C:19]3[C:14](=[CH:15][CH:16]=[CH:17][CH:18]=3)[CH2:13][CH2:12][CH2:11]2)=[O:9])=[CH:6][CH:5]=[CH:4][N:3]=1, predict the reactants needed to synthesize it. (10) Given the product [Cl:1][C:2]1[CH:3]=[C:4]([NH:9][C:10]([C:12]2[CH:34]=[CH:33][C:15]([O:16][C:17]3[CH:26]=[C:25]4[C:20]([CH:21]([C:27]([OH:29])=[O:28])[CH2:22][CH2:23][O:24]4)=[CH:19][C:18]=3[C:31]#[N:32])=[CH:14][CH:13]=2)=[O:11])[CH:5]=[CH:6][C:7]=1[Cl:8], predict the reactants needed to synthesize it. The reactants are: [Cl:1][C:2]1[CH:3]=[C:4]([NH:9][C:10]([C:12]2[CH:34]=[CH:33][C:15]([O:16][C:17]3[CH:26]=[C:25]4[C:20]([CH:21]([C:27]([O:29]C)=[O:28])[CH2:22][CH2:23][O:24]4)=[CH:19][C:18]=3[C:31]#[N:32])=[CH:14][CH:13]=2)=[O:11])[CH:5]=[CH:6][C:7]=1[Cl:8].[OH-].[Na+].O.CO.